Dataset: Reaction yield outcomes from USPTO patents with 853,638 reactions. Task: Predict the reaction yield, written as a fraction of the theoretical maximum amount of product (1.0 means a 100% yield; for example, 0.34 means a 34% yield). (1) The reactants are Cl[C:2]1[N:9]=[CH:8][C:7]([F:10])=[CH:6][C:3]=1[C:4]#[N:5].O.[NH2:12][NH2:13]. The catalyst is C(O)CCC. The product is [F:10][C:7]1[CH:6]=[C:3]2[C:4]([NH2:5])=[N:13][NH:12][C:2]2=[N:9][CH:8]=1. The yield is 0.880. (2) The catalyst is CN(C=O)C.C1C=CC=CC=1. The reactants are [CH3:1][O:2][C:3]([C:5]1[S:6][C:7]([C:27]2[CH2:32][CH2:31][CH2:30][CH2:29][CH:28]=2)=[CH:8][C:9]=1[N:10]([C@H:20]1[CH2:25][CH2:24][C@H:23](O)[CH2:22][CH2:21]1)[C:11]([C@H:13]1[CH2:18][CH2:17][C@H:16]([CH3:19])[CH2:15][CH2:14]1)=[O:12])=[O:4].C(I)(F)F.[H-].[Na+]. The product is [CH3:1][O:2][C:3]([C:5]1[S:6][C:7]([C:27]2[CH2:32][CH2:31][CH2:30][CH2:29][CH:28]=2)=[CH:8][C:9]=1[N:10]([CH:20]1[CH2:25][CH2:24][CH:23]=[CH:22][CH2:21]1)[C:11]([C@H:13]1[CH2:18][CH2:17][C@H:16]([CH3:19])[CH2:15][CH2:14]1)=[O:12])=[O:4]. The yield is 0.350. (3) The reactants are FC1C=C2C(C(C3C=CC(N4CCC(N)CC4)=NC=3)=CN2)=CC=1.C(OC([N:31]1[CH2:36][CH2:35][N:34]([C:37]2[N:42]=[CH:41][C:40]([C:43]3[C:51]4[C:46](=[CH:47][C:48]([F:52])=[CH:49][CH:50]=4)[N:45](C(OC(C)(C)C)=O)[CH:44]=3)=[CH:39][CH:38]=2)[C:33](=[O:60])[CH2:32]1)=O)(C)(C)C. No catalyst specified. The product is [F:52][C:48]1[CH:47]=[C:46]2[C:51]([C:43]([C:40]3[CH:39]=[CH:38][C:37]([N:34]4[CH2:35][CH2:36][NH:31][CH2:32][C:33]4=[O:60])=[N:42][CH:41]=3)=[CH:44][NH:45]2)=[CH:50][CH:49]=1. The yield is 0.0700. (4) The reactants are Cl[CH2:2][C:3]([NH:5][C@H:6]1[CH2:11][CH2:10][CH2:9][N:8]([C:12]([C:14]2[S:15][C:16]([C:19]3[C:23]([CH3:24])=[C:22]([C:25]([F:28])([F:27])[F:26])[O:21][N:20]=3)=[CH:17][CH:18]=2)=[O:13])[CH2:7]1)=[O:4].C([O-])([O-])=O.[K+].[K+].[CH3:35][N:36]1[CH2:41][CH2:40][NH:39][CH2:38][CH2:37]1. The catalyst is C(#N)C. The product is [CH3:35][N:36]1[CH2:41][CH2:40][N:39]([CH2:2][C:3]([NH:5][C@H:6]2[CH2:11][CH2:10][CH2:9][N:8]([C:12]([C:14]3[S:15][C:16]([C:19]4[C:23]([CH3:24])=[C:22]([C:25]([F:28])([F:27])[F:26])[O:21][N:20]=4)=[CH:17][CH:18]=3)=[O:13])[CH2:7]2)=[O:4])[CH2:38][CH2:37]1. The yield is 0.850. (5) The reactants are [CH2:1]([N:5]1[CH:10]=[CH:9][C:8](O)=[C:7]([C:12]#[N:13])[C:6]1=[O:14])[CH2:2][CH2:3][CH3:4].P(Br)(Br)([Br:17])=O. The catalyst is CN(C=O)C. The product is [Br:17][C:8]1[CH:9]=[CH:10][N:5]([CH2:1][CH2:2][CH2:3][CH3:4])[C:6](=[O:14])[C:7]=1[C:12]#[N:13]. The yield is 0.720. (6) The yield is 0.590. The product is [F:35][C:4]1[CH:3]=[C:2]([NH:1][C:51]([C:47]2[CH:46]=[C:45]([C:54]3[CH:59]=[CH:58][CH:57]=[CH:56][CH:55]=3)[CH:50]=[CH:49][CH:48]=2)=[O:52])[CH:34]=[CH:33][C:5]=1[O:6][C:7]1[CH:12]=[CH:11][N:10]=[C:9]2[N:13]([CH2:24][C:25]3[CH:30]=[CH:29][C:28]([O:31][CH3:32])=[CH:27][CH:26]=3)[N:14]=[C:15]([NH:16][CH:17]3[CH2:22][CH2:21][N:20]([CH3:23])[CH2:19][CH2:18]3)[C:8]=12. The catalyst is ClCCl. The reactants are [NH2:1][C:2]1[CH:34]=[CH:33][C:5]([O:6][C:7]2[CH:12]=[CH:11][N:10]=[C:9]3[N:13]([CH2:24][C:25]4[CH:30]=[CH:29][C:28]([O:31][CH3:32])=[CH:27][CH:26]=4)[N:14]=[C:15]([NH:16][CH:17]4[CH2:22][CH2:21][N:20]([CH3:23])[CH2:19][CH2:18]4)[C:8]=23)=[C:4]([F:35])[CH:3]=1.CCN(C(C)C)C(C)C.[C:45]1([C:54]2[CH:59]=[CH:58][CH:57]=[CH:56][CH:55]=2)[CH:50]=[CH:49][CH:48]=[C:47]([C:51](Cl)=[O:52])[CH:46]=1.C(=O)([O-])[O-].[Na+].[Na+]. (7) The reactants are CN(C)C=O.[Br:6][C:7]1[CH:8]=[C:9]([C:13]2[C:22]3[C:17](=[CH:18][C:19]([Cl:24])=[C:20]([CH3:23])[CH:21]=3)[O:16][C:15](=[O:25])[C:14]=2[CH2:26][C:27](O)=[O:28])[CH:10]=[CH:11][CH:12]=1.S(Cl)(Cl)=O.[NH2:34][C:35]1[CH:40]=[CH:39][C:38]([F:41])=[CH:37][C:36]=1[C:42]([F:45])([F:44])[F:43]. The catalyst is O1CCCC1.O.C(#N)C. The product is [Br:6][C:7]1[CH:8]=[C:9]([C:13]2[C:22]3[C:17](=[CH:18][C:19]([Cl:24])=[C:20]([CH3:23])[CH:21]=3)[O:16][C:15](=[O:25])[C:14]=2[CH2:26][C:27]([NH:34][C:35]2[CH:40]=[CH:39][C:38]([F:41])=[CH:37][C:36]=2[C:42]([F:45])([F:43])[F:44])=[O:28])[CH:10]=[CH:11][CH:12]=1. The yield is 0.857. (8) The reactants are [Br:1][C:2]1[C:3](Cl)=[N:4][C:5]([Cl:8])=[N:6][CH:7]=1.[CH:10]1([C:13]2[NH:17][N:16]=[C:15]([NH2:18])[CH:14]=2)[CH2:12][CH2:11]1.C(N(C(C)C)CC)(C)C. The catalyst is C(O)CCC. The product is [Br:1][C:2]1[C:3]([NH:18][C:15]2[CH:14]=[C:13]([CH:10]3[CH2:12][CH2:11]3)[NH:17][N:16]=2)=[N:4][C:5]([Cl:8])=[N:6][CH:7]=1. The yield is 0.750. (9) The reactants are [Cl:1][C:2]1[C:10]([NH:11][S:12]([C:15]2[S:16][CH:17]=[CH:18][CH:19]=2)(=[O:14])=[O:13])=[C:9]2[C:5]([CH:6]=[C:7]([C:20]([OH:22])=O)[NH:8]2)=[CH:4][CH:3]=1.[N:23]1(O)C2C=CC=CC=2N=N1.Cl.CN(C)CCCN=C=NCC.N.C(O)(=O)CC(CC(O)=O)(C(O)=O)O. The catalyst is CN(C)C=O. The product is [Cl:1][C:2]1[C:10]([NH:11][S:12]([C:15]2[S:16][CH:17]=[CH:18][CH:19]=2)(=[O:14])=[O:13])=[C:9]2[C:5]([CH:6]=[C:7]([C:20]([NH2:23])=[O:22])[NH:8]2)=[CH:4][CH:3]=1. The yield is 0.960.